Dataset: Full USPTO retrosynthesis dataset with 1.9M reactions from patents (1976-2016). Task: Predict the reactants needed to synthesize the given product. (1) The reactants are: Cl.[CH2:2]([O:9][C:10]1[CH:19]=[CH:18][CH:17]=[C:16]2[C:11]=1[CH2:12][CH2:13][CH2:14][CH:15]2[C:20]([N:22]([C:29]1[CH:30]=[N:31][C:32]([CH:35]([CH3:37])[CH3:36])=[CH:33][CH:34]=1)[CH2:23][C:24]1[CH:25]=[N:26][NH:27][CH:28]=1)=[O:21])[C:3]1[CH:8]=[CH:7][CH:6]=[CH:5][CH:4]=1.Cl[CH2:39][C:40]1[CH:41]=[CH:42][C:43]([O:46][CH2:47][CH3:48])=[N:44][CH:45]=1. Given the product [CH2:2]([O:9][C:10]1[CH:19]=[CH:18][CH:17]=[C:16]2[C:11]=1[CH2:12][CH2:13][CH2:14][CH:15]2[C:20]([N:22]([CH2:23][C:24]1[CH:25]=[N:26][N:27]([CH2:39][C:40]2[CH:45]=[N:44][C:43]([O:46][CH2:47][CH3:48])=[CH:42][CH:41]=2)[CH:28]=1)[C:29]1[CH:30]=[N:31][C:32]([CH:35]([CH3:37])[CH3:36])=[CH:33][CH:34]=1)=[O:21])[C:3]1[CH:8]=[CH:7][CH:6]=[CH:5][CH:4]=1, predict the reactants needed to synthesize it. (2) Given the product [Br:36][CH2:2][CH2:3][CH2:4][CH2:5][CH2:6][CH2:7][NH:8][C:9](=[O:15])[O:10][C:11]([CH3:14])([CH3:13])[CH3:12], predict the reactants needed to synthesize it. The reactants are: O[CH2:2][CH2:3][CH2:4][CH2:5][CH2:6][CH2:7][NH:8][C:9](=[O:15])[O:10][C:11]([CH3:14])([CH3:13])[CH3:12].C1C=CC(P(C2C=CC=CC=2)C2C=CC=CC=2)=CC=1.C(Br)(Br)(Br)[Br:36]. (3) Given the product [Cl:18][C:15]1[CH:16]=[CH:17][C:12]([C:10]2([OH:11])[CH2:9][CH2:8][N:7]([CH2:19][CH2:20][CH:21]=[C:22]3[C:28]4[CH:29]=[CH:30][CH:31]=[N:32][C:27]=4[CH2:26][O:25][C:24]4[CH:33]=[CH:34][C:35]([C:37]([OH:40])([CH3:39])[CH3:38])=[CH:36][C:23]3=4)[CH2:6][C:5]2([CH2:3][OH:2])[CH3:41])=[CH:13][CH:14]=1, predict the reactants needed to synthesize it. The reactants are: C[O:2][C:3]([C:5]1([CH3:41])[C:10]([C:12]2[CH:17]=[CH:16][C:15]([Cl:18])=[CH:14][CH:13]=2)([OH:11])[CH2:9][CH2:8][N:7]([CH2:19][CH2:20][CH:21]=[C:22]2[C:28]3[CH:29]=[CH:30][CH:31]=[N:32][C:27]=3[CH2:26][O:25][C:24]3[CH:33]=[CH:34][C:35]([C:37]([OH:40])([CH3:39])[CH3:38])=[CH:36][C:23]2=3)[CH2:6]1)=O.[H-].[H-].[H-].[H-].[Li+].[Al+3].